Dataset: Full USPTO retrosynthesis dataset with 1.9M reactions from patents (1976-2016). Task: Predict the reactants needed to synthesize the given product. (1) The reactants are: [Cl:1][C:2]1[CH:3]=[C:4]([CH:6]=[CH:7][C:8]=1[O:9][C:10]1[C:19]2[C:14](=[CH:15][C:16]([O:22][CH3:23])=[C:17]([O:20][CH3:21])[CH:18]=2)[N:13]=[CH:12][CH:11]=1)[NH2:5].C(O)C.[N+:27]([C:30]1[CH:35]=[CH:34][C:33]([C:36]([N:38]=[C:39]=[S:40])=[O:37])=[CH:32][CH:31]=1)([O-:29])=[O:28]. Given the product [Cl:1][C:2]1[CH:3]=[C:4]([NH:5][C:39]([NH:38][C:36](=[O:37])[C:33]2[CH:32]=[CH:31][C:30]([N+:27]([O-:29])=[O:28])=[CH:35][CH:34]=2)=[S:40])[CH:6]=[CH:7][C:8]=1[O:9][C:10]1[C:19]2[C:14](=[CH:15][C:16]([O:22][CH3:23])=[C:17]([O:20][CH3:21])[CH:18]=2)[N:13]=[CH:12][CH:11]=1, predict the reactants needed to synthesize it. (2) Given the product [CH:1]1([C:4]2[C:5]([NH2:10])=[N:6][CH:7]=[CH:8][CH:9]=2)[CH2:3][CH2:2]1, predict the reactants needed to synthesize it. The reactants are: [CH:1]1([C:4]2[C:5]([N+:10]([O-])=O)=[N:6][CH:7]=[CH:8][CH:9]=2)[CH2:3][CH2:2]1. (3) Given the product [CH3:12][O:11][C:4]1[CH:5]=[C:6]2[C:10](=[C:2]([C:18]([OH:20])=[O:19])[CH:3]=1)[NH:9][CH:8]=[CH:7]2, predict the reactants needed to synthesize it. The reactants are: Br[C:2]1[CH:3]=[C:4]([O:11][CH3:12])[CH:5]=[C:6]2[C:10]=1[NH:9][CH:8]=[CH:7]2.[Li]CCCC.[C:18](=[O:20])=[O:19]. (4) Given the product [CH:3]([C:6]1[CH:11]=[CH:10][CH:9]=[CH:8][C:7]=1[O:12][CH3:15])([CH3:5])[CH3:4], predict the reactants needed to synthesize it. The reactants are: [OH-].[K+].[CH:3]([C:6]1[CH:11]=[CH:10][CH:9]=[CH:8][C:7]=1[OH:12])([CH3:5])[CH3:4].IC.[CH2:15](N(CC)CC)C. (5) Given the product [Cl:1][C:2]1[C:3]([CH3:12])=[CH:4][C:5]([N+:9]([O-:11])=[O:10])=[C:6]([NH:22][CH:23]2[CH2:24][CH2:25][N:26]([C:29]([O:31][C:32]([CH3:35])([CH3:34])[CH3:33])=[O:30])[CH2:27][CH2:28]2)[CH:7]=1, predict the reactants needed to synthesize it. The reactants are: [Cl:1][C:2]1[CH:7]=[C:6](Cl)[C:5]([N+:9]([O-:11])=[O:10])=[CH:4][C:3]=1[CH3:12].C(N(C(C)C)CC)(C)C.[NH2:22][CH:23]1[CH2:28][CH2:27][N:26]([C:29]([O:31][C:32]([CH3:35])([CH3:34])[CH3:33])=[O:30])[CH2:25][CH2:24]1.O. (6) Given the product [C:67]1([C:65]2[O:64][N:63]=[C:62]([C:60]([NH:59][CH2:58][C:57]([OH:73])=[O:56])=[O:61])[CH:66]=2)[CH:68]=[CH:69][CH:70]=[CH:71][CH:72]=1, predict the reactants needed to synthesize it. The reactants are: C1(C2ON=C(C(O)=O)C=2)C=CC=CC=1.CCN(C(C)C)C(C)C.C1C=CC2N(O)N=NC=2C=1.CCN=C=NCCCN(C)C.Cl.Cl.C(OC(=O)CN)C.C([O:56][C:57](=[O:73])[CH2:58][NH:59][C:60]([C:62]1[CH:66]=[C:65]([C:67]2[CH:72]=[CH:71][CH:70]=[CH:69][CH:68]=2)[O:64][N:63]=1)=[O:61])C.O[Li].O. (7) Given the product [F:72][C:68]1[CH:67]=[C:66]2[C:71]([C:62]([N:53]3[C:51]4[C:50](=[CH:49][CH:48]=[C:47]([N:44]5[CH2:43][CH2:42][O:41][CH2:46][CH2:45]5)[CH:52]=4)[C:55]4([CH2:60][CH2:59][O:58][CH2:57][CH2:56]4)[CH2:54]3)=[C:63]([CH3:83])[C:64]([C:73]3[CH:78]=[CH:77][CH:76]=[C:75]([S:79]([CH3:82])(=[O:80])=[O:81])[CH:74]=3)=[N:65]2)=[CH:70][CH:69]=1, predict the reactants needed to synthesize it. The reactants are: C1(P(C2CCCCC2)C2(C(C)C)CC(C(C)C)=CC(C(C)C)=C2C2C=CC=CC=2)CCCCC1.CC(C)([O-])C.[Na+].[O:41]1[CH2:46][CH2:45][N:44]([C:47]2[CH:52]=[C:51]3[NH:53][CH2:54][C:55]4([CH2:60][CH2:59][O:58][CH2:57][CH2:56]4)[C:50]3=[CH:49][CH:48]=2)[CH2:43][CH2:42]1.Cl[C:62]1[C:71]2[C:66](=[CH:67][C:68]([F:72])=[CH:69][CH:70]=2)[N:65]=[C:64]([C:73]2[CH:78]=[CH:77][CH:76]=[C:75]([S:79]([CH3:82])(=[O:81])=[O:80])[CH:74]=2)[C:63]=1[CH3:83].